Dataset: Peptide-MHC class II binding affinity with 134,281 pairs from IEDB. Task: Regression. Given a peptide amino acid sequence and an MHC pseudo amino acid sequence, predict their binding affinity value. This is MHC class II binding data. (1) The peptide sequence is TPAETTVRLRAYMNTPGLPV. The MHC is DRB1_1201 with pseudo-sequence DRB1_1201. The binding affinity (normalized) is 0.320. (2) The peptide sequence is YFNMVYMPASWVMRI. The MHC is DRB1_0301 with pseudo-sequence DRB1_0301. The binding affinity (normalized) is 0.376. (3) The binding affinity (normalized) is 0.546. The peptide sequence is GELQWVDKIDAAFKI. The MHC is DRB1_0101 with pseudo-sequence DRB1_0101. (4) The peptide sequence is LADKRPTAWFLPSIR. The MHC is DRB5_0101 with pseudo-sequence DRB5_0101. The binding affinity (normalized) is 0.710. (5) The peptide sequence is SMQKTIPLVALTLTS. The MHC is DRB1_0801 with pseudo-sequence DRB1_0801. The binding affinity (normalized) is 0.344. (6) The peptide sequence is GIGVLLTWIGLNSKN. The MHC is DRB1_0701 with pseudo-sequence DRB1_0701. The binding affinity (normalized) is 0.219.